This data is from Forward reaction prediction with 1.9M reactions from USPTO patents (1976-2016). The task is: Predict the product of the given reaction. (1) The product is: [CH3:1][O:2][C:3]([C:5]1[S:9][C:8]2[CH:10]=[C:11]([C:25]3[CH:26]=[CH:27][CH:28]=[CH:29][C:24]=3[O:23][CH3:22])[CH:12]=[CH:13][C:7]=2[C:6]=1[O:15][CH2:16][C:17]([O:19][CH2:20][CH3:21])=[O:18])=[O:4]. Given the reactants [CH3:1][O:2][C:3]([C:5]1[S:9][C:8]2[CH:10]=[C:11](Br)[CH:12]=[CH:13][C:7]=2[C:6]=1[O:15][CH2:16][C:17]([O:19][CH2:20][CH3:21])=[O:18])=[O:4].[CH3:22][O:23][C:24]1[CH:29]=[CH:28][CH:27]=[CH:26][C:25]=1B(O)O.[F-].[K+], predict the reaction product. (2) The product is: [O:11]=[C:6]1[CH2:7][CH2:8][C:9](=[O:10])[N:5]1[O:4][C:15](=[N:16][CH3:1])[C:14]1[CH:18]=[CH:19][CH:20]=[CH:21][CH:13]=1. Given the reactants [CH3:1][O-].[Na+].[OH:4][N:5]1[C:9](=[O:10])[CH2:8][CH2:7][C:6]1=[O:11].C[C:13]1[CH:21]=[CH:20][CH:19]=[CH:18][C:14]=1[C:15](Cl)=[NH:16].O, predict the reaction product.